Dataset: Full USPTO retrosynthesis dataset with 1.9M reactions from patents (1976-2016). Task: Predict the reactants needed to synthesize the given product. (1) Given the product [CH3:52][C:51]1([CH3:56])[C:79]2[CH:80]=[C:81]([NH2:77])[CH:2]=[CH:3][C:78]=2[C:33]([C:34]2[CH:22]=[CH:23][C:24]([NH2:25])=[CH:36][CH:35]=2)([CH3:38])[CH2:31]1.[CH:45]1[C:40]([C:78]([C:79]2[CH:80]=[CH:81][C:70]3[C:69]([O:72][C:73](=[O:75])[C:74]=3[CH:16]=2)=[O:71])=[O:82])=[CH:41][C:42]2[C:49]([O:48][C:46](=[O:47])[C:43]=2[CH:44]=1)=[O:50], predict the reactants needed to synthesize it. The reactants are: N[CH2:2][CH2:3]CCCCCCCCCCN.N[CH2:16]CC[Si](C)(C)O[Si](C)(C)[CH2:22][CH2:23][CH2:24][NH2:25].C[C:31]([C:51]1[CH:56]=CC(OC2C=CC3C(OC(=O)C=3C=2)=O)=C[CH:52]=1)([C:33]1[CH:38]=C[C:36](O[C:40]2[CH:45]=[CH:44][C:43]3[C:46]([O:48][C:49](=[O:50])[C:42]=3[CH:41]=2)=[O:47])=[CH:35][CH:34]=1)C.[C:69]([O:72][C:73](=[O:75])[CH3:74])(=[O:71])[CH3:70].C[N:77]1[CH2:81][CH2:80][CH2:79][C:78]1=[O:82]. (2) Given the product [C:1]([O:7][CH2:8][CH2:9][CH2:10][C@H:11]1[CH2:15][C:14](=[CH2:16])[C@H:13]([CH2:17][CH2:18][C@@H:19]([OH:33])[CH2:20][C:21]([CH3:32])=[C:22]=[CH2:23])[O:12]1)(=[O:6])[C:2]([CH3:3])([CH3:4])[CH3:5], predict the reactants needed to synthesize it. The reactants are: [C:1]([O:7][CH2:8][CH2:9][CH2:10][C@H:11]1[CH2:15][C:14](=[CH2:16])[C@H:13]([CH2:17][CH2:18][C@@H:19]([OH:33])[CH2:20][C@@H:21]([CH3:32])[C:22](OS(C(F)(F)F)(=O)=O)=[CH2:23])[O:12]1)(=[O:6])[C:2]([CH3:5])([CH3:4])[CH3:3].CN1C=CN=C1.C=C=C.C#C. (3) Given the product [Br:17][C:4]1[S:5][C:6]([CH3:7])=[C:2]([CH3:1])[C:3]=1[CH2:8][OH:9], predict the reactants needed to synthesize it. The reactants are: [CH3:1][C:2]1[C:3]([CH2:8][OH:9])=[CH:4][S:5][C:6]=1[CH3:7].C1C(=O)N([Br:17])C(=O)C1. (4) Given the product [N:1]1([CH2:6][C:7]2[CH:8]=[C:9]([CH:38]=[C:39]([Cl:41])[CH:40]=2)/[CH:10]=[CH:11]/[C:12]2[CH:13]=[CH:14][C:15]([N:18]3[CH2:19][CH2:20][N:21]([S:24]([CH:27]([CH3:28])[CH3:32])(=[O:25])=[O:26])[CH2:22][CH2:23]3)=[CH:16][CH:17]=2)[CH:5]=[CH:4][N:3]=[CH:2]1, predict the reactants needed to synthesize it. The reactants are: [N:1]1([CH2:6][C:7]2[CH:8]=[C:9]([CH:38]=[C:39]([Cl:41])[CH:40]=2)/[CH:10]=[CH:11]/[C:12]2[CH:17]=[CH:16][C:15]([N:18]3[CH2:23][CH2:22][N:21]([S:24]([C:27]4[CH:32]=CC=C(OC(F)(F)F)[CH:28]=4)(=[O:26])=[O:25])[CH2:20][CH2:19]3)=[CH:14][CH:13]=2)[CH:5]=[CH:4][N:3]=[CH:2]1.C(S(Cl)(=O)=O)(C)C.FC(F)(F)OC1C=C(S(Cl)(=O)=O)C=CC=1. (5) Given the product [F:1][C:2]1[CH:3]=[CH:4][C:5]([OH:34])=[C:6]([C:8]([CH3:32])([CH3:33])[CH2:9][C:10]([C:28]([F:29])([F:30])[F:31])([OH:27])[CH2:11][NH:12][C:13]2[CH:22]=[CH:21][CH:20]=[C:19]3[C:14]=2[CH:15]=[CH:16][C:17]([C:23]([F:26])([F:24])[F:25])=[N:18]3)[CH:7]=1, predict the reactants needed to synthesize it. The reactants are: [F:1][C:2]1[CH:3]=[CH:4][C:5]([O:34]C)=[C:6]([C:8]([CH3:33])([CH3:32])[CH2:9][C:10]([C:28]([F:31])([F:30])[F:29])([OH:27])[CH2:11][NH:12][C:13]2[CH:22]=[CH:21][CH:20]=[C:19]3[C:14]=2[CH:15]=[CH:16][C:17]([C:23]([F:26])([F:25])[F:24])=[N:18]3)[CH:7]=1.B(Br)(Br)Br.CO.